This data is from Forward reaction prediction with 1.9M reactions from USPTO patents (1976-2016). The task is: Predict the product of the given reaction. (1) The product is: [CH3:3][O:4][C:5](=[O:23])[C:6]1[CH:11]=[CH:10][C:9]([CH3:12])=[N:8][C:7]=1[NH:13][C:14]1[CH:19]=[CH:18][CH:17]=[C:16]([N+:20]([O-:22])=[O:21])[CH:15]=1. Given the reactants C([CH2:3][O:4][C:5](=[O:23])[C:6]1[CH:11]=[CH:10][C:9]([CH3:12])=[N:8][C:7]=1[NH:13][C:14]1[CH:19]=[CH:18][CH:17]=[C:16]([N+:20]([O-:22])=[O:21])[CH:15]=1)#N.C(N(CC)CC)C, predict the reaction product. (2) Given the reactants [CH3:1][O:2][C:3]1[CH:8]=[C:7]([C:9](O)=[O:10])[CH:6]=[CH:5][C:4]=1[C:12]1[CH:17]=[CH:16][CH:15]=[CH:14][C:13]=1[C:18]([F:21])([F:20])[F:19].S(Cl)(Cl)=O.[CH:26]1[CH:27]=[CH:28][N:29]2[CH2:35][C:34]3[CH:36]=[CH:37][CH:38]=[CH:39][C:33]=3[NH:32][CH2:31][C:30]=12.C(N(CC)C(C)C)(C)C, predict the reaction product. The product is: [CH:26]1[CH:27]=[CH:28][N:29]2[CH2:35][C:34]3[CH:36]=[CH:37][CH:38]=[CH:39][C:33]=3[N:32]([C:9]([C:7]3[CH:6]=[CH:5][C:4]([C:12]4[CH:17]=[CH:16][CH:15]=[CH:14][C:13]=4[C:18]([F:21])([F:20])[F:19])=[C:3]([O:2][CH3:1])[CH:8]=3)=[O:10])[CH2:31][C:30]=12. (3) Given the reactants [Cl:1][C:2]1[CH:7]=[CH:6][C:5]([C:8](=[O:10])[CH3:9])=[C:4]([OH:11])[CH:3]=1.CO.[F:14][CH2:15][C:16](=O)[CH3:17].N1CCCC1, predict the reaction product. The product is: [Cl:1][C:2]1[CH:3]=[C:4]2[C:5]([C:8](=[O:10])[CH2:9][C:16]([CH2:15][F:14])([CH3:17])[O:11]2)=[CH:6][CH:7]=1. (4) Given the reactants [S:1]1[C:5]([CH2:6][O:7][C:8]([NH:10][C@H:11]([CH2:33][C:34]2[CH:39]=[CH:38][CH:37]=[CH:36][CH:35]=2)[CH2:12][NH:13][CH2:14][C@H:15]([NH:23][C:24]([O:26][CH2:27][C:28]2[S:32][CH:31]=[N:30][CH:29]=2)=[O:25])[CH2:16][C:17]2[CH:22]=[CH:21][CH:20]=[CH:19][CH:18]=2)=[O:9])=[CH:4][N:3]=[CH:2]1.[CH3:40][CH:41]([CH3:44])[CH:42]=O.C(O)(=O)C.C(O[BH-](OC(=O)C)OC(=O)C)(=O)C.[Na+], predict the reaction product. The product is: [CH3:40][CH:41]([CH3:44])[CH2:42][N:13]([CH2:14][C@H:15]([NH:23][C:24]([O:26][CH2:27][C:28]1[S:32][CH:31]=[N:30][CH:29]=1)=[O:25])[CH2:16][C:17]1[CH:18]=[CH:19][CH:20]=[CH:21][CH:22]=1)[CH2:12][C@H:11]([NH:10][C:8]([O:7][CH2:6][C:5]1[S:1][CH:2]=[N:3][CH:4]=1)=[O:9])[CH2:33][C:34]1[CH:39]=[CH:38][CH:37]=[CH:36][CH:35]=1. (5) Given the reactants [C:1]1(=[O:8])[CH2:6][CH2:5][CH2:4][C:3](=[O:7])[CH2:2]1.[Br:9]([O-])(=O)=O.[K+], predict the reaction product. The product is: [Br:9][CH:2]1[C:3](=[O:7])[CH2:4][CH2:5][CH2:6][C:1]1=[O:8].